This data is from Forward reaction prediction with 1.9M reactions from USPTO patents (1976-2016). The task is: Predict the product of the given reaction. (1) Given the reactants [C:1]([O:5][C:6](=[O:33])[NH:7][CH2:8][CH2:9][CH2:10][N:11]1[C:20]2[CH:19]=[CH:18][C:17](Br)=[CH:16][C:15]=2[C:14]2=[N:22][N:23]([CH:26]3[CH2:31][CH2:30][CH2:29][CH2:28][O:27]3)[C:24]([CH3:25])=[C:13]2[C:12]1=[O:32])([CH3:4])([CH3:3])[CH3:2].C1(P(C2CCCCC2)C2C=CC=CC=2C2C=C[CH:50]=[CH:49][C:48]=2[N:53]([CH3:55])C)CCCCC1.CC(C)([O-])C.[Na+].N1CCCC1, predict the reaction product. The product is: [C:1]([O:5][C:6](=[O:33])[NH:7][CH2:8][CH2:9][CH2:10][N:11]1[C:20]2[CH:19]=[CH:18][C:17]([N:53]3[CH2:48][CH2:49][CH2:50][CH2:55]3)=[CH:16][C:15]=2[C:14]2=[N:22][N:23]([CH:26]3[CH2:31][CH2:30][CH2:29][CH2:28][O:27]3)[C:24]([CH3:25])=[C:13]2[C:12]1=[O:32])([CH3:4])([CH3:3])[CH3:2]. (2) Given the reactants [F:1][C:2]1[CH:7]=[CH:6][C:5]([C:8]2([CH2:14][OH:15])[CH2:13][CH2:12][CH2:11][CH2:10][CH2:9]2)=[CH:4][CH:3]=1.[OH-].[Na+].Br[CH2:19][C:20]([O:22][C:23]([CH3:26])([CH3:25])[CH3:24])=[O:21], predict the reaction product. The product is: [F:1][C:2]1[CH:3]=[CH:4][C:5]([C:8]2([CH2:14][O:15][CH2:19][C:20]([O:22][C:23]([CH3:26])([CH3:25])[CH3:24])=[O:21])[CH2:13][CH2:12][CH2:11][CH2:10][CH2:9]2)=[CH:6][CH:7]=1. (3) Given the reactants [CH2:1](Cl)[C:2]1[CH:7]=[CH:6][CH:5]=[CH:4][CH:3]=1.[Br:9][C:10]1[C:18]2[N:17]=[C:16]([CH3:19])[NH:15][C:14]=2[CH:13]=[CH:12][CH:11]=1.[H-].[Na+], predict the reaction product. The product is: [CH2:1]([N:15]1[C:14]2[CH:13]=[CH:12][CH:11]=[C:10]([Br:9])[C:18]=2[N:17]=[C:16]1[CH3:19])[C:2]1[CH:7]=[CH:6][CH:5]=[CH:4][CH:3]=1. (4) The product is: [CH3:9][O:10][C:11]1[CH:16]=[CH:15][C:14]([C:2]2[S:6][C:5]([CH:7]=[O:8])=[CH:4][CH:3]=2)=[CH:13][CH:12]=1. Given the reactants Br[C:2]1[S:6][C:5]([CH:7]=[O:8])=[CH:4][CH:3]=1.[CH3:9][O:10][C:11]1[CH:16]=[CH:15][C:14](B(O)O)=[CH:13][CH:12]=1, predict the reaction product. (5) Given the reactants [C:1]([C:5]1[CH:9]=[C:8]([NH:10][C:11]([NH:13][C:14]2[C:23]3[C:18](=[CH:19][CH:20]=[CH:21][CH:22]=3)[CH:17]=[CH:16][CH:15]=2)=[O:12])[N:7]([C:24]2[CH:29]=[CH:28][CH:27]=[C:26]([CH2:30][NH2:31])[CH:25]=2)[N:6]=1)([CH3:4])([CH3:3])[CH3:2].C1N=CN([C:37]([N:39]2[CH:43]=N[CH:41]=[CH:40]2)=[O:38])C=1.N1CCC[CH2:46][CH2:45]1, predict the reaction product. The product is: [C:1]([C:5]1[CH:9]=[C:8]([NH:10][C:11]([NH:13][C:14]2[C:23]3[C:18](=[CH:19][CH:20]=[CH:21][CH:22]=3)[CH:17]=[CH:16][CH:15]=2)=[O:12])[N:7]([C:24]2[CH:29]=[CH:28][CH:27]=[C:26]([CH2:30][NH:31][C:37]([N:39]3[CH2:40][CH2:41][CH2:46][CH2:45][CH2:43]3)=[O:38])[CH:25]=2)[N:6]=1)([CH3:4])([CH3:2])[CH3:3]. (6) Given the reactants [NH:1]1[CH2:6][CH2:5][CH:4]([NH:7][C:8](=[O:14])[O:9][C:10]([CH3:13])([CH3:12])[CH3:11])[CH2:3][CH2:2]1.[Cl:15][C:16]1[CH:17]=[C:18]([CH:24]=[C:25]([Cl:27])[CH:26]=1)[O:19][CH2:20][C:21](O)=[O:22].CN1CCOCC1.CCN=C=NCCCN(C)C.Cl, predict the reaction product. The product is: [C:10]([O:9][C:8](=[O:14])[NH:7][CH:4]1[CH2:3][CH2:2][N:1]([C:21](=[O:22])[CH2:20][O:19][C:18]2[CH:17]=[C:16]([Cl:15])[CH:26]=[C:25]([Cl:27])[CH:24]=2)[CH2:6][CH2:5]1)([CH3:11])([CH3:13])[CH3:12]. (7) Given the reactants [CH:1]([CH:4]1[NH:8][C:7](=[O:9])[C:6]([CH3:11])([CH3:10])[C:5]1=[O:12])([CH3:3])[CH3:2].Br[C:14]1[CH:21]=[CH:20][C:17]([C:18]#[N:19])=[C:16]([Cl:22])[CH:15]=1.C(=O)([O-])[O-].[Cs+].[Cs+].C1(P(C2C=CC=CC=2)C2C3OC4C(=CC=CC=4P(C4C=CC=CC=4)C4C=CC=CC=4)C(C)(C)C=3C=CC=2)C=CC=CC=1, predict the reaction product. The product is: [Cl:22][C:16]1[CH:15]=[C:14]([N:8]2[CH:4]([CH:1]([CH3:3])[CH3:2])[C:5](=[O:12])[C:6]([CH3:10])([CH3:11])[C:7]2=[O:9])[CH:21]=[CH:20][C:17]=1[C:18]#[N:19]. (8) Given the reactants [Br:1][C:2]1[CH:3]=[CH:4][C:5]([N:8]2[CH:12]=[C:11]([CH:13]=O)[N:10]=[CH:9]2)=[N:6][CH:7]=1.Cl.C[NH:17][OH:18].[CH2:19](O)C, predict the reaction product. The product is: [CH3:19][O:18][N:17]=[CH:13][C:11]1[N:10]=[CH:9][N:8]([C:5]2[CH:4]=[CH:3][C:2]([Br:1])=[CH:7][N:6]=2)[CH:12]=1. (9) The product is: [CH:18]1([O:21][CH2:22][CH2:23][O:24][C:25]2[CH:26]=[CH:27][C:28]([O:29][CH:30]3[CH2:35][CH2:34][N:33]([CH2:2][C:3]([NH:5][C@@H:6]4[CH2:11][O:10][C:9]5=[N:12][C:13]([N+:15]([O-:17])=[O:16])=[CH:14][N:8]5[CH2:7]4)=[O:4])[CH2:32][CH2:31]3)=[CH:36][CH:37]=2)[CH2:20][CH2:19]1. Given the reactants Cl[CH2:2][C:3]([NH:5][C@@H:6]1[CH2:11][O:10][C:9]2=[N:12][C:13]([N+:15]([O-:17])=[O:16])=[CH:14][N:8]2[CH2:7]1)=[O:4].[CH:18]1([O:21][CH2:22][CH2:23][O:24][C:25]2[CH:37]=[CH:36][C:28]([O:29][CH:30]3[CH2:35][CH2:34][NH:33][CH2:32][CH2:31]3)=[CH:27][CH:26]=2)[CH2:20][CH2:19]1, predict the reaction product.